From a dataset of Forward reaction prediction with 1.9M reactions from USPTO patents (1976-2016). Predict the product of the given reaction. (1) Given the reactants [F:1][C:2]1[CH:10]=[C:9]2[C:5]([CH:6]=[C:7]([C:11]([CH3:23])([CH3:22])[C:12](OCC3C=CC=CC=3)=[O:13])[NH:8]2)=[CH:4][C:3]=1[N+:24]([O-:26])=[O:25].CC(C[AlH]CC(C)C)C, predict the reaction product. The product is: [F:1][C:2]1[CH:10]=[C:9]2[C:5]([CH:6]=[C:7]([C:11]([CH3:23])([CH3:22])[CH2:12][OH:13])[NH:8]2)=[CH:4][C:3]=1[N+:24]([O-:26])=[O:25]. (2) Given the reactants Cl.[Cl:2][C:3]1[CH:4]=[C:5]([N:9]2[C:13]([CH2:14][NH2:15])=[CH:12][C:11]([C:16]([F:19])([F:18])[F:17])=[N:10]2)[CH:6]=[CH:7][CH:8]=1.[F:20][C:21]1[CH:22]=[C:23]([NH:32][C:33](=O)[O:34]C2C=CC=CC=2)[CH:24]=[CH:25][C:26]=1[N:27]1[CH2:30][CH:29]([OH:31])[CH2:28]1, predict the reaction product. The product is: [Cl:2][C:3]1[CH:4]=[C:5]([N:9]2[C:13]([CH2:14][NH:15][C:33]([NH:32][C:23]3[CH:24]=[CH:25][C:26]([N:27]4[CH2:28][CH:29]([OH:31])[CH2:30]4)=[C:21]([F:20])[CH:22]=3)=[O:34])=[CH:12][C:11]([C:16]([F:17])([F:18])[F:19])=[N:10]2)[CH:6]=[CH:7][CH:8]=1. (3) The product is: [Br:1][C:2]1[C:15]([O:16][C:17]([F:18])([F:20])[F:19])=[CH:14][C:13]2[O:12][C:11]3[C:6](=[CH:7][C:8]([I:21])=[CH:9][CH:10]=3)[C:5]([CH3:23])([OH:22])[C:4]=2[CH:3]=1. Given the reactants [Br:1][C:2]1[C:15]([O:16][C:17]([F:20])([F:19])[F:18])=[CH:14][C:13]2[O:12][C:11]3[C:6](=[CH:7][C:8]([I:21])=[CH:9][CH:10]=3)[C:5](=[O:22])[C:4]=2[CH:3]=1.[CH3:23][Mg]Cl.BrC1C=CC2OC3C(=NC(Cl)=CC=3F)C(=C)C=2C=1, predict the reaction product. (4) Given the reactants [NH2:1][C:2]1[NH:7][C:6]2[NH:8][CH:9]=[C:10]([CH2:11][CH2:12][C:13]3[CH:30]=[CH:29][C:16]([C:17]([NH:19][C@H:20]([C:26]([OH:28])=[O:27])[CH2:21][CH2:22][C:23]([OH:25])=[O:24])=[O:18])=[CH:15][CH:14]=3)[C:5]=2[C:4](=[O:31])[N:3]=1.Cl.CCO.[OH-].[Na+:37], predict the reaction product. The product is: [Na+:37].[Na+:37].[NH2:1][C:2]1[NH:7][C:6]2[NH:8][CH:9]=[C:10]([CH2:11][CH2:12][C:13]3[CH:14]=[CH:15][C:16]([C:17]([NH:19][C@H:20]([C:26]([O-:28])=[O:27])[CH2:21][CH2:22][C:23]([O-:25])=[O:24])=[O:18])=[CH:29][CH:30]=3)[C:5]=2[C:4](=[O:31])[N:3]=1. (5) Given the reactants [C:1]([C:3]([CH3:18])([O:5][C:6]1[CH:15]=[CH:14][C:9]([C:10]([O:12]C)=[O:11])=[C:8]([O:16][CH3:17])[CH:7]=1)[CH3:4])#[N:2].[OH-].[Li+], predict the reaction product. The product is: [C:1]([C:3]([CH3:18])([O:5][C:6]1[CH:15]=[CH:14][C:9]([C:10]([OH:12])=[O:11])=[C:8]([O:16][CH3:17])[CH:7]=1)[CH3:4])#[N:2]. (6) Given the reactants Br[C:2]1[CH:7]=[CH:6][C:5]([N:8]2[CH:12]=[C:11]([CH3:13])[N:10]=[CH:9]2)=[C:4]([O:14][CH3:15])[CH:3]=1.[F:16][C:17]([F:32])([F:31])[C:18]1[CH:19]=[C:20]([CH:28]=[CH:29][CH:30]=1)[CH2:21][N:22]1[CH:26]=[N:25][C:24]([NH2:27])=[N:23]1, predict the reaction product. The product is: [CH3:15][O:14][C:4]1[CH:3]=[C:2]([NH:27][C:24]2[N:25]=[CH:26][N:22]([CH2:21][C:20]3[CH:28]=[CH:29][CH:30]=[C:18]([C:17]([F:32])([F:16])[F:31])[CH:19]=3)[N:23]=2)[CH:7]=[CH:6][C:5]=1[N:8]1[CH:12]=[C:11]([CH3:13])[N:10]=[CH:9]1. (7) Given the reactants [C:1]([O:5][C:6]([N:8]1[CH2:13][CH2:12][CH:11]([NH2:14])[CH2:10][CH2:9]1)=[O:7])([CH3:4])([CH3:3])[CH3:2].[OH:15][C:16]1[CH:23]=[CH:22][C:21]([N+:24]([O-:26])=[O:25])=[CH:20][C:17]=1[CH:18]=O.[BH4-].[Na+].C(O)(=O)C, predict the reaction product. The product is: [C:1]([O:5][C:6]([N:8]1[CH2:13][CH2:12][CH:11]([NH:14][CH2:18][C:17]2[CH:20]=[C:21]([N+:24]([O-:26])=[O:25])[CH:22]=[CH:23][C:16]=2[OH:15])[CH2:10][CH2:9]1)=[O:7])([CH3:4])([CH3:2])[CH3:3].